From a dataset of Drug-target binding data from BindingDB using IC50 measurements. Regression. Given a target protein amino acid sequence and a drug SMILES string, predict the binding affinity score between them. We predict pIC50 (pIC50 = -log10(IC50 in M); higher means more potent). Dataset: bindingdb_ic50. (1) The drug is O=c1ccn(CCCN2CCC[C@H]2CO)c(=O)[nH]1. The target protein sequence is MDNLLRHLKISKEQITPVVLVVGDPGRVDKIKVVCDSYVDLAYNREYKSVECHYKGQKFLCVSHGVGSAGCAVCFEELCQNGAKVIIRAGSCGSLQPDLIKRGDICICNAAVREDRVSHLLIHGDFPAVGDFDVYDTLNKCAQELNVPVFNGISVSSDMYYPNKIIPSRLEDYSKANAAVVEMELATLMVIGTLRKVKTGGILIVDGCPFKWDEGDFDNNLVPHQLENMIKIALGACAKLATKYA. The pIC50 is 3.1. (2) The compound is CN1CCN(c2ccc(Nc3ncc4ccc(=O)n(C5CCCC5)c4n3)cc2)CC1. The pIC50 is 6.3. The target protein sequence is SDEEILEKLRSIVSVGDPKKKYTRFEKIGQGASGTVYTAMDVATGQEVAIRQMNLQQQPKKELIINEILVMRENKNPNIVNYLDSYLVGDELWVVMEYLAGGSLTDVVTETCMDEGQIAAVCRECLQALEFLHSNQVIHRDIKSDNILLGMDGSVKLTDFGFCAQITPEQSKRSTMVGTPYWMAPEVVTRKAYGPKVDIWSLGIMAIEMIEGEPPYLNENPLRALYLIATNGTPELQNPEKLSAIFRDFLNRCLEMDVEKRGSAKELLQHQFLKIAKPLSSLTPLIAAAKEATKNNH. (3) The drug is Nc1cccc(C(=O)/C=C/c2ccc(O)cc2)c1. The target protein (P16098) has sequence MEVNVKGNYVQVYVMLPLDAVSVNNRFEKGDELRAQLRKLVEAGVDGVMVDVWWGLVEGKGPKAYDWSAYKQLFELVQKAGLKLQAIMSFHQCGGNVGDAVNIPIPQWVRDVGTRDPDIFYTDGHGTRNIEYLTLGVDNQPLFHGRSAVQMYADYMTSFRENMKDFLDAGVIVDIEVGLGPAGEMRYPSYPQSHGWSFPGIGEFICYDKYLQADFKAAAAAVGHPEWEFPNDVGQYNDTPERTQFFRDNGTYLSEKGRFFLAWYSNNLIKHGDRILDEANKVFLGYKVQLAIKISGIHWWYKVPSHAAELTAGYYNLHDRDGYRTIARMLKRHRASINFTCAEMRDLEQSSQAMSAPEELVQQVLSAGWREGLNVACENALPRYDPTAYNTILRNARPHGINQSGPPEHKLFGFTYLRLSNQLVEGQNYVNFKTFVDRMHANLPRDPYVDPMAPLPRSGPEISIEMILQAAQPKLQPFPFQEHTDLPVGPTGGMGGQAEG.... The pIC50 is 3.7. (4) The drug is N#CC=Cc1cn([C@H]2C[C@H](O)[C@@H](COP(=O)([O-])[O-])O2)c(=O)[nH]c1=O. The target protein (P9WG57) has sequence MAETAPLRVQLIAKTDFLAPPDVPWTTDADGGPALVEFAGRACYQSWSKPNPKTATNAGYLRHIIDVGHFSVLEHASVSFYITGISRSCTHELIRHRHFSYSQLSQRYVPEKDSRVVVPPGMEDDADLRHILTEAADAARATYSELLAKLEAKFADQPNAILRRKQARQAARAVLPNATETRIVVTGNYRAWRHFIAMRASEHADVEIRRLAIECLRQLAAVAPAVFADFEVTTLADGTEVATSPLATEA. The pIC50 is 5.1. (5) The compound is Cc1ccnc(NCC2CCN(c3ccc(CC(NC(=O)c4ccccc4)C(=O)O)cc3)CC2)c1. The target protein (P08514) has sequence MARALCPLQALWLLEWVLLLLGPCAAPPAWALNLDPVQLTFYAGPNGSQFGFSLDFHKDSHGRVAIVVGAPRTLGPSQEETGGVFLCPWRAEGGQCPSLLFDLRDETRNVGSQTLQTFKARQGLGASVVSWSDVIVACAPWQHWNVLEKTEEAEKTPVGSCFLAQPESGRRAEYSPCRGNTLSRIYVENDFSWDKRYCEAGFSSVVTQAGELVLGAPGGYYFLGLLAQAPVADIFSSYRPGILLWHVSSQSLSFDSSNPEYFDGYWGYSVAVGEFDGDLNTTEYVVGAPTWSWTLGAVEILDSYYQRLHRLRGEQMASYFGHSVAVTDVNGDGRHDLLVGAPLYMESRADRKLAEVGRVYLFLQPRGPHALGAPSLLLTGTQLYGRFGSAIAPLGDLDRDGYNDIAVAAPYGGPSGRGQVLVFLGQSEGLRSRPSQVLDSPFPTGSAFGFSLRGAVDIDDNGYPDLIVGAYGANQVAVYRAQPVVKASVQLLVQDSLNPA.... The pIC50 is 6.0. (6) The small molecule is CO[C@H]1/C=C/O[C@@]2(C)Oc3c(C)c(OS(=O)(=O)c4ccc(C)cc4)c4c(c3C2=O)C(=O)C=C(NC(=O)/C(C)=C\C=C\[C@H](C)[C@H](O)[C@@H](C)[C@@H](O)[C@@H](C)[C@H](OC(C)=O)[C@@H]1C)C4=O. The target protein (P9WGY9) has sequence MLEGCILADSRQSKTAASPSPSRPQSSSNNSVPGAPNRVSFAKLREPLEVPGLLDVQTDSFEWLIGSPRWRESAAERGDVNPVGGLEEVLYELSPIEDFSGSMSLSFSDPRFDDVKAPVDECKDKDMTYAAPLFVTAEFINNNTGEIKSQTVFMGDFPMMTEKGTFIINGTERVVVSQLVRSPGVYFDETIDKSTDKTLHSVKVIPSRGAWLEFDVDKRDTVGVRIDRKRRQPVTVLLKALGWTSEQIVERFGFSEIMRSTLEKDNTVGTDEALLDIYRKLRPGEPPTKESAQTLLENLFFKEKRYDLARVGRYKVNKKLGLHVGEPITSSTLTEEDVVATIEYLVRLHEGQTTMTVPGGVEVPVETDDIDHFGNRRLRTVGELIQNQIRVGMSRMERVVRERMTTQDVEAITPQTLINIRPVVAAIKEFFGTSQLSQFMDQNNPLSGLTHKRRLSALGPGGLSRERAGLEVRDVHPSHYGRMCPIETPEGPNIGLIGSL.... The pIC50 is 7.7.